Dataset: Retrosynthesis with 50K atom-mapped reactions and 10 reaction types from USPTO. Task: Predict the reactants needed to synthesize the given product. (1) Given the product O=C(O)CNc1cc(Cl)ccc1C(=O)O, predict the reactants needed to synthesize it. The reactants are: NCC(=O)O.O=C(O)c1ccc(Cl)cc1Cl. (2) Given the product CN(C)C1Cc2ccc(Nc3nccc(-c4c(-c5ccc(F)c(NC(=O)Cc6cccs6)c5)nn5ccccc45)n3)cc2C1, predict the reactants needed to synthesize it. The reactants are: CN(C)C1Cc2ccc(Nc3nccc(-c4c(-c5ccc(F)c(N)c5)nn5ccccc45)n3)cc2C1.O=C(Cl)Cc1cccs1. (3) Given the product CC(C)(C)OC(=O)N1[C@@H](CNCc2ccccc2)COC1(C)C, predict the reactants needed to synthesize it. The reactants are: CC(C)(C)OC(=O)N1[C@H](C=O)COC1(C)C.NCc1ccccc1. (4) Given the product COCCC(=O)Nc1cnc2cc(Br)ccc2c1O, predict the reactants needed to synthesize it. The reactants are: COCCC(=O)Cl.Nc1cnc2cc(Br)ccc2c1O. (5) Given the product O=C(Nc1ccc(OCCN2CCOCC2)c2ccccc12)c1cccc(-c2ccccc2F)c1, predict the reactants needed to synthesize it. The reactants are: O=C(Nc1ccc(OCCN2CCOCC2)c2ccccc12)c1cccc(Br)c1.OB(O)c1ccccc1F. (6) Given the product CC(c1ccc(Oc2ccc(C#N)cc2Cl)cc1Cl)C(O)(c1ccc(=O)n(C)c1)C(F)(F)F, predict the reactants needed to synthesize it. The reactants are: CC(c1ccc(O)cc1Cl)C(O)(c1ccc(=O)n(C)c1)C(F)(F)F.N#Cc1ccc(F)c(Cl)c1. (7) Given the product CSCc1cccc(Cl)c1NC(=O)C(F)(F)F, predict the reactants needed to synthesize it. The reactants are: CSCc1cccc(Cl)c1N.O=C(OC(=O)C(F)(F)F)C(F)(F)F. (8) Given the product COCCNCC(CCOC1CCCCO1)c1ccc(Cl)c(Cl)c1, predict the reactants needed to synthesize it. The reactants are: COCC(=O)NCC(CCOC1CCCCO1)c1ccc(Cl)c(Cl)c1. (9) Given the product Cc1nn(-c2ccnc3[nH]ccc23)cc1-c1cccc(C#N)c1, predict the reactants needed to synthesize it. The reactants are: Cc1nn(-c2ccnc3[nH]ccc23)cc1Br.N#Cc1cccc(B(O)O)c1. (10) Given the product O=C(O)c1ccc(-c2ccccc2)c(C(F)(F)F)c1, predict the reactants needed to synthesize it. The reactants are: O=C(O)c1ccc(Cl)c(C(F)(F)F)c1.OB(O)c1ccccc1.